Predict the product of the given reaction. From a dataset of Forward reaction prediction with 1.9M reactions from USPTO patents (1976-2016). (1) Given the reactants C(OC(N(C[C@H](O)C1C=CC=CC=1)CCC1C=CC([C:17]2[CH:22]=[CH:21][C:20]([C:23]([O:25]C)=[O:24])=[C:19](C3SC=CC=3)[CH:18]=2)=CC=1)=O)(C)(C)C.[OH-].[Na+], predict the reaction product. The product is: [C:23]([OH:25])(=[O:24])[C:20]1[CH:21]=[CH:22][CH:17]=[CH:18][CH:19]=1. (2) Given the reactants [H-].[Al+3].[Li+].[H-].[H-].[H-].[OH:7][CH2:8][C@H:9]1[CH2:14][CH2:13][CH2:12][N:11]([C:15](OC(C)(C)C)=O)[CH2:10]1.O.[OH-].[Na+], predict the reaction product. The product is: [CH3:15][N:11]1[CH2:12][CH2:13][CH2:14][C@H:9]([CH2:8][OH:7])[CH2:10]1. (3) Given the reactants [NH2:1][C:2]1([CH2:6][OH:7])[CH2:5][CH2:4][CH2:3]1.[CH3:8]N(C(ON1N=NC2C=CC=CC1=2)=[N+](C)C)C.[B-](F)(F)(F)F.[NH4+].[Cl-].[C:32]([C:34]1[CH:35]=[N:36][C:37]2[C:42]([CH:43]=1)=[CH:41][C:40]([O:44][C:45](C)([SH:49])[C:46](O)=[O:47])=[CH:39][CH:38]=2)#[CH:33], predict the reaction product. The product is: [C:32]([C:34]1[CH:35]=[N:36][C:37]2[C:42]([CH:43]=1)=[CH:41][C:40]([O:44][CH:45]([S:49][CH3:8])[C:46]([NH:1][C:2]1([CH2:6][OH:7])[CH2:5][CH2:4][CH2:3]1)=[O:47])=[CH:39][CH:38]=2)#[CH:33]. (4) Given the reactants [Cl:1][C:2]1[CH:3]=[C:4]([CH:11]=[CH:12][C:13]=1[Cl:14])[CH2:5][NH:6][CH:7]([CH3:10])[CH2:8][OH:9].O1[CH2:17][CH:16]1[CH2:18][N:19]1C(=O)C2C(=CC=CC=2)C1=O.S(=O)(=O)(O)O, predict the reaction product. The product is: [Cl:1][C:2]1[CH:3]=[C:4]([CH:11]=[CH:12][C:13]=1[Cl:14])[CH2:5][N:6]1[C@H:7]([CH3:10])[CH2:8][O:9][C@H:16]([CH2:18][NH2:19])[CH2:17]1.